Task: Predict the product of the given reaction.. Dataset: Forward reaction prediction with 1.9M reactions from USPTO patents (1976-2016) (1) Given the reactants O[Li].O.C([O:6][C:7]([C:9]1[NH:13][C:12]2[CH:14]=[C:15]([C:17]3[CH:22]=[CH:21][CH:20]=[CH:19][CH:18]=3)[S:16][C:11]=2[CH:10]=1)=[O:8])C.C1COCC1.O, predict the reaction product. The product is: [C:17]1([C:15]2[S:16][C:11]3[CH:10]=[C:9]([C:7]([OH:8])=[O:6])[NH:13][C:12]=3[CH:14]=2)[CH:18]=[CH:19][CH:20]=[CH:21][CH:22]=1. (2) Given the reactants [CH2:1]([NH:8][CH2:9][C@@H:10]([C:12]1[CH:23]=[CH:22][C:15]2[O:16][C:17]([CH3:21])([CH3:20])[O:18][CH2:19][C:14]=2[CH:13]=1)[OH:11])[C:2]1[CH:7]=[CH:6][CH:5]=[CH:4][CH:3]=1.C(N(CC)C(C)C)(C)C.[CH3:33][C:34]1[CH:35]=[C:36]([C:43]#[C:44][CH2:45][CH2:46][O:47][CH2:48][CH2:49][CH2:50][CH2:51][CH2:52][CH2:53]Br)[CH:37]=[C:38]([N+:40]([O-:42])=[O:41])[CH:39]=1, predict the reaction product. The product is: [CH2:1]([N:8]([CH2:53][CH2:52][CH2:51][CH2:50][CH2:49][CH2:48][O:47][CH2:46][CH2:45][C:44]#[C:43][C:36]1[CH:37]=[C:38]([N+:40]([O-:42])=[O:41])[CH:39]=[C:34]([CH3:33])[CH:35]=1)[CH2:9][C@@H:10]([C:12]1[CH:23]=[CH:22][C:15]2[O:16][C:17]([CH3:20])([CH3:21])[O:18][CH2:19][C:14]=2[CH:13]=1)[OH:11])[C:2]1[CH:3]=[CH:4][CH:5]=[CH:6][CH:7]=1. (3) Given the reactants [S:1]1[CH2:6][CH2:5][CH2:4][S:3][CH2:2]1.C([Li])CCC.[CH2:12]([O:16][CH2:17][C:18]1[CH:23]=[CH:22][CH:21]=[CH:20][CH:19]=1)[C@@H:13]1[O:15][CH2:14]1, predict the reaction product. The product is: [CH2:17]([O:16][CH2:12][C@H:13]([OH:15])[CH2:14][CH:2]1[S:3][CH2:4][CH2:5][CH2:6][S:1]1)[C:18]1[CH:23]=[CH:22][CH:21]=[CH:20][CH:19]=1. (4) Given the reactants [F:1][C:2]1[CH:7]=[CH:6][C:5]([C:8]2[C:13]([C:14]([O:16][CH3:17])=[O:15])=[C:12]([CH:18]([CH3:20])[CH3:19])[N:11]=[C:10]([OH:21])[N:9]=2)=[CH:4][CH:3]=1.C(N(CC)CC)C.C1(C)C=CC=CC=1.[F:36][C:37]([F:50])([F:49])[S:38](O[S:38]([C:37]([F:50])([F:49])[F:36])(=[O:40])=[O:39])(=[O:40])=[O:39], predict the reaction product. The product is: [F:1][C:2]1[CH:3]=[CH:4][C:5]([C:8]2[C:13]([C:14]([O:16][CH3:17])=[O:15])=[C:12]([CH:18]([CH3:19])[CH3:20])[N:11]=[C:10]([O:21][S:38]([C:37]([F:50])([F:49])[F:36])(=[O:40])=[O:39])[N:9]=2)=[CH:6][CH:7]=1. (5) Given the reactants B(F)(F)F.CCOCC.[C:10]([CH2:12][C:13]1([N:30]2[CH:34]=[C:33]([C:35]3[C:36]4[CH:43]=[CH:42][N:41](COCC[Si](C)(C)C)[C:37]=4[N:38]=[CH:39][N:40]=3)[CH:32]=[N:31]2)[CH2:16][N:15]([C:17]2[CH:28]=[CH:27][C:20]([C:21]([NH:23][CH:24]([CH3:26])[CH3:25])=[O:22])=[CH:19][C:18]=2[F:29])[CH2:14]1)#[N:11].[OH-].[NH4+].C([O-])(O)=O.[Na+], predict the reaction product. The product is: [C:10]([CH2:12][C:13]1([N:30]2[CH:34]=[C:33]([C:35]3[C:36]4[CH:43]=[CH:42][NH:41][C:37]=4[N:38]=[CH:39][N:40]=3)[CH:32]=[N:31]2)[CH2:16][N:15]([C:17]2[CH:28]=[CH:27][C:20]([C:21]([NH:23][CH:24]([CH3:26])[CH3:25])=[O:22])=[CH:19][C:18]=2[F:29])[CH2:14]1)#[N:11].